This data is from Full USPTO retrosynthesis dataset with 1.9M reactions from patents (1976-2016). The task is: Predict the reactants needed to synthesize the given product. (1) Given the product [CH2:17]([N:3]([CH2:1][CH3:2])[C:4](=[O:16])[C:5]1[C:6]([Si:12]([CH3:15])([CH3:14])[CH3:13])=[CH:7][C:8]([CH3:11])=[CH:9][C:10]=1[Cl:19])[CH3:18], predict the reactants needed to synthesize it. The reactants are: [CH2:1]([N:3]([CH2:17][CH3:18])[C:4](=[O:16])[C:5]1[CH:10]=[CH:9][C:8]([CH3:11])=[CH:7][C:6]=1[Si:12]([CH3:15])([CH3:14])[CH3:13])[CH3:2].[Cl:19]C(Cl)(Cl)C(Cl)(Cl)Cl. (2) Given the product [C:1]([O:5][C:6]([N:8]1[CH2:12][CH:11]=[CH:10][C@H:9]1[CH2:13][C:14]([O:23][CH3:22])=[O:19])=[O:7])([CH3:4])([CH3:3])[CH3:2], predict the reactants needed to synthesize it. The reactants are: [C:1]([O:5][C:6]([N:8]1[CH2:12][CH:11]=[CH:10][C@H:9]1[C:13](=O)[CH:14]=[N+]=[N-])=[O:7])([CH3:4])([CH3:3])[CH3:2].C[OH:19].C(O)(=O)C[C:22](CC(O)=O)(C(O)=O)[OH:23].